Dataset: Full USPTO retrosynthesis dataset with 1.9M reactions from patents (1976-2016). Task: Predict the reactants needed to synthesize the given product. (1) Given the product [ClH:21].[ClH:21].[Cl:21][C:4]1[C:3]([CH2:2][NH:1][C:34]([C:31]2([NH:30][C:28]([C:26]3[CH:25]=[N:24][CH:23]=[N:22][CH:27]=3)=[O:29])[CH2:33][CH2:32]2)=[O:35])=[N:8][CH:7]=[C:6]([NH:9][C:10]2[CH:15]=[CH:14][C:13]([F:16])=[CH:12][C:11]=2[C:17]([F:20])([F:19])[F:18])[CH:5]=1, predict the reactants needed to synthesize it. The reactants are: [NH2:1][CH2:2][C:3]1[N:8]=[CH:7][C:6]([NH:9][C:10]2[CH:15]=[CH:14][C:13]([F:16])=[CH:12][C:11]=2[C:17]([F:20])([F:19])[F:18])=[CH:5][C:4]=1[Cl:21].[N:22]1[CH:27]=[C:26]([C:28]([NH:30][C:31]2([C:34](O)=[O:35])[CH2:33][CH2:32]2)=[O:29])[CH:25]=[N:24][CH:23]=1. (2) Given the product [Br:1][C:2]1[CH:7]=[CH:6][N:5]2[N:8]=[CH:9][C:10]([C:11]3[O:12][C:15](=[S:16])[NH:14][N:13]=3)=[C:4]2[CH:3]=1, predict the reactants needed to synthesize it. The reactants are: [Br:1][C:2]1[CH:7]=[CH:6][N:5]2[N:8]=[CH:9][C:10]([C:11]([NH:13][NH2:14])=[O:12])=[C:4]2[CH:3]=1.[C:15](=S)=[S:16].[OH-].[K+]. (3) Given the product [F:1][CH:2]([F:10])[C:3]1[CH:4]=[CH:5][N:25]([CH3:24])[N:26]=1, predict the reactants needed to synthesize it. The reactants are: [F:1][CH:2]([F:10])[C:3](=O)[CH:4]=[CH:5]OCC.FC(F)C(=O)CC(OCC)OCC.[CH3:24][NH:25][NH2:26]. (4) Given the product [C:41]([O:40][C:38]([N:35]1[CH2:36][CH2:37][C:32](=[CH:7][C:6]2[CH:5]=[CH:4][C:3]([F:2])=[CH:28][CH:27]=2)[CH2:33][CH2:34]1)=[O:39])([CH3:44])([CH3:42])[CH3:43], predict the reactants needed to synthesize it. The reactants are: [Cl-].[F:2][C:3]1[CH:28]=[CH:27][C:6]([CH2:7][P+](C2C=CC=CC=2)(C2C=CC=CC=2)C2C=CC=CC=2)=[CH:5][CH:4]=1.[H-].[Na+].O=[C:32]1[CH2:37][CH2:36][N:35]([C:38]([O:40][C:41]([CH3:44])([CH3:43])[CH3:42])=[O:39])[CH2:34][CH2:33]1. (5) Given the product [Cl:8][C:6]1[N:5]=[N:4][C:3]([NH2:9])=[C:2]([C:15]2[CH:16]=[CH:17][C:12]([O:11][CH3:10])=[CH:13][C:14]=2[CH3:21])[CH:7]=1, predict the reactants needed to synthesize it. The reactants are: Br[C:2]1[CH:7]=[C:6]([Cl:8])[N:5]=[N:4][C:3]=1[NH2:9].[CH3:10][O:11][C:12]1[CH:17]=[CH:16][C:15](B(O)O)=[C:14]([CH3:21])[CH:13]=1.C(=O)([O-])[O-].[Na+].[Na+].